From a dataset of Forward reaction prediction with 1.9M reactions from USPTO patents (1976-2016). Predict the product of the given reaction. (1) The product is: [CH3:1][O:2][C:3]1[CH:4]=[C:5]2[C:10](=[CH:11][C:12]=1[O:13][CH3:14])[N:9]=[CH:8][CH:7]=[C:6]2[O:15][C:16]1[CH:17]=[C:18]2[C:23](=[CH:24][CH:25]=1)[CH:22]=[C:21]([NH:26][C:37](=[O:38])[C:36]1[CH:40]=[CH:41][CH:42]=[CH:43][C:35]=1[O:34][CH3:33])[CH:20]=[CH:19]2. Given the reactants [CH3:1][O:2][C:3]1[CH:4]=[C:5]2[C:10](=[CH:11][C:12]=1[O:13][CH3:14])[N:9]=[CH:8][CH:7]=[C:6]2[O:15][C:16]1[CH:17]=[C:18]2[C:23](=[CH:24][CH:25]=1)[CH:22]=[C:21]([NH2:26])[CH:20]=[CH:19]2.C([O-])([O-])=O.[K+].[K+].[CH3:33][O:34][C:35]1[CH:43]=[CH:42][CH:41]=[CH:40][C:36]=1[C:37](Cl)=[O:38], predict the reaction product. (2) The product is: [Cl:21][C:22]1[S:26][C:25]([CH2:27][O:19][C:16]2[CH:17]=[CH:18][N:13]([C:10]3[CH:11]=[CH:12][C:5]4[N:4]=[C:3]([CH2:1][CH3:2])[N:7]([CH3:8])[C:6]=4[CH:9]=3)[C:14](=[O:20])[CH:15]=2)=[CH:24][CH:23]=1. Given the reactants [CH2:1]([C:3]1[N:7]([CH3:8])[C:6]2[CH:9]=[C:10]([N:13]3[CH:18]=[CH:17][C:16]([OH:19])=[CH:15][C:14]3=[O:20])[CH:11]=[CH:12][C:5]=2[N:4]=1)[CH3:2].[Cl:21][C:22]1[S:26][C:25]([CH2:27]O)=[CH:24][CH:23]=1.C(P(CCCC)CCCC)CCC.N(C(N1CCCCC1)=O)=NC(N1CCCCC1)=O, predict the reaction product. (3) Given the reactants [CH3:1][P:2](=[O:7])([O:5][CH3:6])[O:3][CH3:4].[Li]CCCC.[C:13]([O:17][C:18]([NH:20][C@@H:21]([CH2:26][CH:27]=[CH2:28])[C:22](OC)=[O:23])=[O:19])([CH3:16])([CH3:15])[CH3:14].O, predict the reaction product. The product is: [CH3:4][O:3][P:2]([CH2:1][C:22](=[O:23])[C@@H:21]([NH:20][C:18](=[O:19])[O:17][C:13]([CH3:15])([CH3:14])[CH3:16])[CH2:26][CH:27]=[CH2:28])([O:5][CH3:6])=[O:7]. (4) Given the reactants [Br:1][C:2]1[CH:3]=[C:4]2[C:9](=[CH:10][CH:11]=1)[NH:8][C:7](=[O:12])[CH2:6][CH2:5]2.[Cl:13]N1C(=O)CCC1=O, predict the reaction product. The product is: [Br:1][C:2]1[CH:3]=[C:4]2[C:9](=[C:10]([Cl:13])[CH:11]=1)[NH:8][C:7](=[O:12])[CH2:6][CH2:5]2. (5) The product is: [C:1]([C:3](=[CH:13][N:14]([CH3:16])[CH3:15])[C:4]([C:6]1[S:7][CH:8]=[CH:9][N:10]=1)=[O:5])#[N:2]. Given the reactants [C:1]([CH2:3][C:4]([C:6]1[S:7][CH:8]=[CH:9][N:10]=1)=[O:5])#[N:2].CO[CH:13](OC)[N:14]([CH3:16])[CH3:15], predict the reaction product. (6) The product is: [CH3:24][C:12]1[C:13]([C:15]2[CH:16]=[CH:17][C:18]([C:21]([NH:25][CH2:26][CH2:27][NH:28][S:29]([CH3:32])(=[O:31])=[O:30])=[O:23])=[CH:19][CH:20]=2)=[CH:14][C:9]([NH:8][C:6]([C:3]2[CH:4]=[CH:5][O:1][CH:2]=2)=[O:7])=[CH:10][CH:11]=1. Given the reactants [O:1]1[CH:5]=[CH:4][C:3]([C:6]([NH:8][C:9]2[CH:10]=[CH:11][C:12]([CH3:24])=[C:13]([C:15]3[CH:20]=[CH:19][C:18]([C:21]([OH:23])=O)=[CH:17][CH:16]=3)[CH:14]=2)=[O:7])=[CH:2]1.[NH2:25][CH2:26][CH2:27][NH:28][S:29]([CH3:32])(=[O:31])=[O:30].CN(C(ON1N=NC2C=CC=NC1=2)=[N+](C)C)C.F[P-](F)(F)(F)(F)F.C1C=CC2N(O)N=NC=2C=1.CCN(C(C)C)C(C)C, predict the reaction product.